From a dataset of Forward reaction prediction with 1.9M reactions from USPTO patents (1976-2016). Predict the product of the given reaction. (1) The product is: [Cl:1][C:2]1[C:10]([N+:11]([O-:13])=[O:12])=[CH:9][CH:8]=[C:7]([Cl:14])[C:3]=1[C:4]([NH:28][C:29]1[CH:34]=[CH:33][CH:32]=[CH:31][CH:30]=1)=[O:6]. Given the reactants [Cl:1][C:2]1[C:10]([N+:11]([O-:13])=[O:12])=[CH:9][CH:8]=[C:7]([Cl:14])[C:3]=1[C:4]([OH:6])=O.C(Cl)(=O)C(Cl)=O.C(N(CC)CC)C.[NH2:28][C:29]1[CH:34]=[CH:33][CH:32]=[CH:31][CH:30]=1, predict the reaction product. (2) Given the reactants Br[CH2:2][CH2:3][C:4]1[CH:9]=[CH:8][CH:7]=[CH:6][C:5]=1[N+:10]([O-:12])=[O:11].[N-:13]=[N+]=[N-].[Na+].C1C=CC(P(C2C=CC=CC=2)C2C=CC=CC=2)=CC=1, predict the reaction product. The product is: [N+:10]([C:5]1[CH:6]=[CH:7][CH:8]=[CH:9][C:4]=1[CH2:3][CH2:2][NH2:13])([O-:12])=[O:11]. (3) Given the reactants [Cl:1][C:2]1[CH:7]=[CH:6][C:5]([CH2:8][CH:9]([NH:13][CH:14]=O)[CH:10]([CH3:12])[CH3:11])=[CH:4][C:3]=1[O:16][CH2:17][CH2:18][CH2:19][O:20][CH3:21].O=P(Cl)(Cl)Cl, predict the reaction product. The product is: [Cl:1][C:2]1[CH:7]=[C:6]2[C:5]([CH2:8][CH:9]([CH:10]([CH3:12])[CH3:11])[N:13]=[CH:14]2)=[CH:4][C:3]=1[O:16][CH2:17][CH2:18][CH2:19][O:20][CH3:21]. (4) Given the reactants [CH:1]1([S:6][C:7]2[C:12]([CH2:13]O)=[CH:11][CH:10]=[CH:9][N:8]=2)[CH2:5][CH2:4][CH2:3][CH2:2]1.O=S(Cl)[Cl:17], predict the reaction product. The product is: [Cl:17][CH2:13][C:12]1[C:7]([S:6][CH:1]2[CH2:5][CH2:4][CH2:3][CH2:2]2)=[N:8][CH:9]=[CH:10][CH:11]=1. (5) Given the reactants [NH2:1]/[C:2](=[N:13]\[O:14][C:15]([C@H:17]([CH2:26][CH2:27][CH2:28][CH:29]1[CH2:34][CH2:33][CH2:32][CH2:31][CH2:30]1)[CH2:18][C:19]([O:21][C:22]([CH3:25])([CH3:24])[CH3:23])=[O:20])=O)/[CH:3]1[CH2:8][CH2:7][N:6]([S:9]([CH3:12])(=[O:11])=[O:10])[CH2:5][CH2:4]1.N1C=CC=CC=1, predict the reaction product. The product is: [CH:29]1([CH2:28][CH2:27][CH2:26][C@@H:17]([C:15]2[O:14][N:13]=[C:2]([CH:3]3[CH2:8][CH2:7][N:6]([S:9]([CH3:12])(=[O:11])=[O:10])[CH2:5][CH2:4]3)[N:1]=2)[CH2:18][C:19]([O:21][C:22]([CH3:25])([CH3:24])[CH3:23])=[O:20])[CH2:34][CH2:33][CH2:32][CH2:31][CH2:30]1. (6) Given the reactants [C:1]([C:3]1[CH:27]=[CH:26][C:6]([O:7][C:8]2[CH:9]=[C:10]([CH:14]=[C:15]([O:17][C:18]3[CH:23]=[CH:22][C:21]([C:24]#[N:25])=[CH:20][CH:19]=3)[CH:16]=2)[C:11]([OH:13])=O)=[CH:5][CH:4]=1)#[N:2].[CH2:28]1[C:37]2[C:32](=[CH:33][CH:34]=[CH:35][CH:36]=2)[CH2:31][CH2:30][NH:29]1, predict the reaction product. The product is: [CH2:28]1[C:37]2[C:32](=[CH:33][CH:34]=[CH:35][CH:36]=2)[CH2:31][CH2:30][N:29]1[C:11]([C:10]1[CH:9]=[C:8]([O:7][C:6]2[CH:5]=[CH:4][C:3]([C:1]#[N:2])=[CH:27][CH:26]=2)[CH:16]=[C:15]([O:17][C:18]2[CH:19]=[CH:20][C:21]([C:24]#[N:25])=[CH:22][CH:23]=2)[CH:14]=1)=[O:13]. (7) Given the reactants [C:1]([NH:5][C:6]([C:8]1[C:16]2[C:11](=[N:12][CH:13]=[C:14]([C:17]3[C:25]4[C:20](=[CH:21][CH:22]=[C:23]([O:26][CH:27]([F:29])[F:28])[CH:24]=4)[N:19]([CH2:30][CH2:31][CH2:32][N:33]([CH3:37])[C:34](=[O:36])[CH3:35])[N:18]=3)[N:15]=2)[N:10](COCC[Si](C)(C)C)[CH:9]=1)=[O:7])([CH3:4])([CH3:3])[CH3:2].FC(F)(F)C(O)=O, predict the reaction product. The product is: [C:1]([NH:5][C:6]([C:8]1[C:16]2[C:11](=[N:12][CH:13]=[C:14]([C:17]3[C:25]4[C:20](=[CH:21][CH:22]=[C:23]([O:26][CH:27]([F:28])[F:29])[CH:24]=4)[N:19]([CH2:30][CH2:31][CH2:32][N:33]([C:34](=[O:36])[CH3:35])[CH3:37])[N:18]=3)[N:15]=2)[NH:10][CH:9]=1)=[O:7])([CH3:4])([CH3:2])[CH3:3].